From a dataset of Reaction yield outcomes from USPTO patents with 853,638 reactions. Predict the reaction yield, written as a fraction of the theoretical maximum amount of product (1.0 means a 100% yield; for example, 0.34 means a 34% yield). (1) The reactants are [Br:1][C:2]1[CH:3]=[C:4]([NH2:10])[C:5]([NH:8][CH3:9])=[CH:6][CH:7]=1.[N:11]([O-])=O.[Na+].[OH-].[K+]. The catalyst is Cl.O. The product is [Br:1][C:2]1[CH:7]=[CH:6][C:5]2[N:8]([CH3:9])[N:11]=[N:10][C:4]=2[CH:3]=1. The yield is 0.310. (2) The reactants are [OH:1][B:2]1[C:6]2[CH:7]=[C:8]([OH:12])[CH:9]=[C:10]([CH3:11])[C:5]=2[CH:4]([CH2:13][C:14]([OH:16])=[O:15])[O:3]1.[OH-].[Na+].Cl[C:20]([O:22][CH2:23][CH3:24])=[O:21].Cl. The catalyst is O. The product is [CH2:23]([O:22][C:20]([O:12][C:8]1[CH:9]=[C:10]([CH3:11])[C:5]2[CH:4]([CH2:13][C:14]([OH:16])=[O:15])[O:3][B:2]([OH:1])[C:6]=2[CH:7]=1)=[O:21])[CH3:24]. The yield is 0.340. (3) The reactants are [CH:1]1([C:4]2[N:9]=[C:8]([C:10]([OH:12])=O)[C:7]([NH:13][C:14]3[CH:15]=[N:16][CH:17]=[N:18][CH:19]=3)=[CH:6][CH:5]=2)[CH2:3][CH2:2]1.[CH:20]1([N:26]2[C:30]([NH2:31])=[CH:29][C:28]([C:32]3[CH:37]=[CH:36][CH:35]=[CH:34][N:33]=3)=[N:27]2)[CH2:25][CH2:24][CH2:23][CH2:22][CH2:21]1.C(N(C(C)C)C(C)C)C.CCCP(=O)=O. No catalyst specified. The product is [CH:20]1([N:26]2[C:30]([NH:31][C:10]([C:8]3[C:7]([NH:13][C:14]4[CH:15]=[N:16][CH:17]=[N:18][CH:19]=4)=[CH:6][CH:5]=[C:4]([CH:1]4[CH2:2][CH2:3]4)[N:9]=3)=[O:12])=[CH:29][C:28]([C:32]3[CH:37]=[CH:36][CH:35]=[CH:34][N:33]=3)=[N:27]2)[CH2:25][CH2:24][CH2:23][CH2:22][CH2:21]1. The yield is 0.290. (4) No catalyst specified. The product is [C:2]([C:3](=[CH:14][N:15]([CH3:17])[CH3:16])[C:4]#[N:5])(=[O:1])[C:6]1[CH:11]=[CH:10][CH:9]=[CH:8][CH:7]=1. The reactants are [O:1]=[C:2]([C:6]1[CH:11]=[CH:10][CH:9]=[CH:8][CH:7]=1)[CH2:3][C:4]#[N:5].CO[CH:14](OC)[N:15]([CH3:17])[CH3:16]. The yield is 0.0800. (5) The reactants are [CH:1]([C:3]1[N:4]([C:8]2[CH:15]=[CH:14][C:11]([C:12]#[N:13])=[CH:10][C:9]=2[CH3:16])[CH:5]=[CH:6][CH:7]=1)=O.[C:17]([CH:22]=P(C1C=CC=CC=1)(C1C=CC=CC=1)C1C=CC=CC=1)([O:19][CH2:20][CH3:21])=[O:18]. The catalyst is C1(C)C=CC=CC=1. The product is [C:12]([C:11]1[CH:14]=[CH:15][C:8]([N:4]2[CH:5]=[CH:6][CH:7]=[C:3]2[CH:1]=[CH:22][C:17]([O:19][CH2:20][CH3:21])=[O:18])=[C:9]([CH3:16])[CH:10]=1)#[N:13]. The yield is 0.980. (6) The reactants are ClC1N=C(NNCC#C)N=C(NNCCC)N=1.Cl.CNOCC#C.Cl.[CH2:26]([NH:29][C:30]1[N:35]=[C:34]([NH:36][CH2:37][CH2:38][CH3:39])[N:33]=[C:32]([NH:40][O:41][CH2:42][C:43]#[CH:44])[N:31]=1)[CH2:27][CH3:28]. No catalyst specified. The product is [CH2:26]([NH:29][C:30]1[N:35]=[C:34]([NH:36][CH2:37][C:38]#[CH:39])[N:33]=[C:32]([NH:40][O:41][CH2:42][C:43]#[CH:44])[N:31]=1)[CH2:27][CH3:28]. The yield is 0.840. (7) The reactants are [NH2:1][C:2]1[CH:3]=[C:4](/[CH:24]=[C:25]2/[C:26]([NH:31][CH3:32])=[N:27][C:28](=[O:30])[S:29]/2)[CH:5]=[CH:6][C:7]=1[O:8][CH2:9][C:10]1[CH:15]=[CH:14][C:13]([C:16]([F:19])([F:18])[F:17])=[CH:12][C:11]=1[C:20]([F:23])([F:22])[F:21].[C:33](OC(=O)C)(=[O:35])[CH3:34]. The catalyst is N1C=CC=CC=1. The product is [F:23][C:20]([F:21])([F:22])[C:11]1[CH:12]=[C:13]([C:16]([F:17])([F:18])[F:19])[CH:14]=[CH:15][C:10]=1[CH2:9][O:8][C:7]1[CH:6]=[CH:5][C:4](/[CH:24]=[C:25]2/[C:26]([NH:31][CH3:32])=[N:27][C:28](=[O:30])[S:29]/2)=[CH:3][C:2]=1[NH:1][C:33](=[O:35])[CH3:34]. The yield is 0.690. (8) The reactants are [CH2:1]([O:8][CH2:9][C:10]1[NH:11][CH:12]=[C:13]([C:15]2[C:16]([C:21]3[CH:26]=[CH:25][CH:24]=[CH:23][CH:22]=3)=[N:17][O:18][C:19]=2[CH3:20])[N:14]=1)[C:2]1[CH:7]=[CH:6][CH:5]=[CH:4][CH:3]=1.F[C:28]1[CH:33]=[CH:32][C:31]([C:34]([F:37])([F:36])[F:35])=[CH:30][CH:29]=1. No catalyst specified. The product is [CH2:1]([O:8][CH2:9][C:10]1[N:11]([C:28]2[CH:33]=[CH:32][C:31]([C:34]([F:37])([F:36])[F:35])=[CH:30][CH:29]=2)[CH:12]=[C:13]([C:15]2[C:16]([C:21]3[CH:26]=[CH:25][CH:24]=[CH:23][CH:22]=3)=[N:17][O:18][C:19]=2[CH3:20])[N:14]=1)[C:2]1[CH:3]=[CH:4][CH:5]=[CH:6][CH:7]=1. The yield is 0.130.